Task: Predict the reactants needed to synthesize the given product.. Dataset: Full USPTO retrosynthesis dataset with 1.9M reactions from patents (1976-2016) The reactants are: [C:1]([O:5][C:6](=[O:24])[NH:7][C:8]1[CH:13]=[CH:12][C:11]([C:14]2[CH:19]=[CH:18][C:17]([F:20])=[CH:16][CH:15]=2)=[CH:10][C:9]=1[N+:21]([O-])=O)([CH3:4])([CH3:3])[CH3:2]. Given the product [C:1]([O:5][C:6](=[O:24])[NH:7][C:8]1[CH:13]=[CH:12][C:11]([C:14]2[CH:15]=[CH:16][C:17]([F:20])=[CH:18][CH:19]=2)=[CH:10][C:9]=1[NH2:21])([CH3:4])([CH3:2])[CH3:3], predict the reactants needed to synthesize it.